Dataset: Reaction yield outcomes from USPTO patents with 853,638 reactions. Task: Predict the reaction yield, written as a fraction of the theoretical maximum amount of product (1.0 means a 100% yield; for example, 0.34 means a 34% yield). (1) The reactants are [NH2:1][CH:2]1[C:11]2[CH:10]=[N:9][CH:8]=[C:7]([N:12]3[CH:20]([CH2:21][CH3:22])[C:19]4[C:14](=[CH:15][CH:16]=[C:17]([Cl:23])[CH:18]=4)[C:13]3=[O:24])[C:6]=2[CH2:5][CH2:4][CH2:3]1.CCN(CC)CC.[CH3:32][S:33](Cl)(=[O:35])=[O:34].Cl. The catalyst is C(Cl)Cl.O1CCOCC1. The product is [Cl:23][C:17]1[CH:18]=[C:19]2[C:14](=[CH:15][CH:16]=1)[C:13](=[O:24])[N:12]([C:7]1[C:6]3[CH2:5][CH2:4][CH2:3][CH:2]([NH:1][S:33]([CH3:32])(=[O:35])=[O:34])[C:11]=3[CH:10]=[N:9][CH:8]=1)[CH:20]2[CH2:21][CH3:22]. The yield is 0.620. (2) The reactants are [CH3:1][O:2][C:3]([C:5]1[N:15]([CH2:16][C:17]2[CH:22]=[CH:21][C:20]([F:23])=[CH:19][CH:18]=2)[C:8]2=[N:9][CH:10]=[C:11](SC)[N:12]=[C:7]2[CH:6]=1)=[O:4].O[O:25][S:26]([O-:28])=O.[K+].O1CCC[CH2:31]1. The catalyst is CO.O. The product is [CH3:1][O:2][C:3]([C:5]1[N:15]([CH2:16][C:17]2[CH:18]=[CH:19][C:20]([F:23])=[CH:21][CH:22]=2)[C:8]2=[N:9][CH:10]=[C:11]([S:26]([CH3:31])(=[O:28])=[O:25])[N:12]=[C:7]2[CH:6]=1)=[O:4]. The yield is 0.730. (3) The reactants are [C:1]([N:4]1[C:13]2[C:8](=[CH:9][C:10]([C:14]3[CH:15]=[N:16][N:17]([CH2:19][CH2:20][N:21](C)[C:22](=O)OC(C)(C)C)[CH:18]=3)=[CH:11][CH:12]=2)[C@H:7]([NH:30][C:31]2[CH:36]=[N:35][CH:34]=[CH:33][N:32]=2)[CH2:6][C@@H:5]1[CH3:37])(=[O:3])[CH3:2].FC(F)(F)C(O)=O.[ClH:45].CCOCC. The catalyst is ClCCl. The product is [ClH:45].[C:1]([N:4]1[C:13]2[C:8](=[CH:9][C:10]([C:14]3[CH:15]=[N:16][N:17]([CH2:19][CH2:20][NH:21][CH3:22])[CH:18]=3)=[CH:11][CH:12]=2)[C@H:7]([NH:30][C:31]2[CH:36]=[N:35][CH:34]=[CH:33][N:32]=2)[CH2:6][C@@H:5]1[CH3:37])(=[O:3])[CH3:2]. The yield is 0.393.